Dataset: Peptide-MHC class II binding affinity with 134,281 pairs from IEDB. Task: Regression. Given a peptide amino acid sequence and an MHC pseudo amino acid sequence, predict their binding affinity value. This is MHC class II binding data. (1) The peptide sequence is GGSILKISNKYHTKG. The binding affinity (normalized) is 0.361. The MHC is HLA-DPA10301-DPB10402 with pseudo-sequence HLA-DPA10301-DPB10402. (2) The peptide sequence is PWDVVPMVTQMAMTDTT. The MHC is DRB1_0802 with pseudo-sequence DRB1_0802. The binding affinity (normalized) is 0.872.